Dataset: Full USPTO retrosynthesis dataset with 1.9M reactions from patents (1976-2016). Task: Predict the reactants needed to synthesize the given product. (1) Given the product [S:49]1[CH:50]=[C:46]([CH2:45][N:35]([C@@H:36]([CH3:44])[CH:37]([O:38][CH2:39][CH3:40])[O:41][CH2:42][CH3:43])[C:33](=[O:34])[C@@H:20]([NH:19][C:14](=[O:16])[CH2:13][N:11]([CH3:12])[NH:10][C:8](=[O:9])[NH:7][CH2:6][C:5]2[CH:4]=[CH:3][C:2]([Cl:1])=[CH:18][CH:17]=2)[CH2:21][CH2:22][CH2:23][CH2:24][NH:25][C:26](=[O:32])[O:27][C:28]([CH3:30])([CH3:29])[CH3:31])[C:47]2[CH:54]=[CH:53][CH:52]=[CH:51][C:48]1=2, predict the reactants needed to synthesize it. The reactants are: [Cl:1][C:2]1[CH:18]=[CH:17][C:5]([CH2:6][NH:7][C:8]([NH:10][N:11]([CH2:13][C:14]([OH:16])=O)[CH3:12])=[O:9])=[CH:4][CH:3]=1.[NH2:19][C@H:20]([C:33]([N:35]([CH2:45][C:46]1[C:47]2[CH:54]=[CH:53][CH:52]=[CH:51][C:48]=2[S:49][CH:50]=1)[C@@H:36]([CH3:44])[CH:37]([O:41][CH2:42][CH3:43])[O:38][CH2:39][CH3:40])=[O:34])[CH2:21][CH2:22][CH2:23][CH2:24][NH:25][C:26](=[O:32])[O:27][C:28]([CH3:31])([CH3:30])[CH3:29]. (2) The reactants are: Cl.[CH3:2][NH:3][O:4][CH3:5].C(N(CC)CC)C.[Br:13][C:14]1[CH:15]=[CH:16][C:17]([Cl:23])=[C:18]([CH:22]=1)[C:19](O)=[O:20].O=C1N([ClH]P([ClH]N2CCOC2=O)=O)CCO1. Given the product [Br:13][C:14]1[CH:15]=[CH:16][C:17]([Cl:23])=[C:18]([CH:22]=1)[C:19]([N:3]([O:4][CH3:5])[CH3:2])=[O:20], predict the reactants needed to synthesize it. (3) Given the product [CH:15]([C@:18]1([C:24]([N:26]2[CH2:35][CH2:34][C:33]3[C:28](=[CH:29][C:30]([C:36]([F:39])([F:37])[F:38])=[CH:31][CH:32]=3)[CH2:27]2)=[O:25])[CH2:22][CH2:21][C@@H:20]([NH:23][CH:5]2[CH2:6][CH2:7][C:2]([C:9]3[N:14]=[CH:13][CH:12]=[CH:11][N:10]=3)([OH:1])[CH2:3][CH2:4]2)[CH2:19]1)([CH3:17])[CH3:16], predict the reactants needed to synthesize it. The reactants are: [OH:1][C:2]1([C:9]2[N:14]=[CH:13][CH:12]=[CH:11][N:10]=2)[CH2:7][CH2:6][C:5](=O)[CH2:4][CH2:3]1.[CH:15]([C@:18]1([C:24]([N:26]2[CH2:35][CH2:34][C:33]3[C:28](=[CH:29][C:30]([C:36]([F:39])([F:38])[F:37])=[CH:31][CH:32]=3)[CH2:27]2)=[O:25])[CH2:22][CH2:21][C@@H:20]([NH2:23])[CH2:19]1)([CH3:17])[CH3:16].C(O[BH-](OC(=O)C)OC(=O)C)(=O)C.[Na+]. (4) Given the product [F:10][C:11]1[CH:18]=[CH:17][C:14]([CH2:15][NH:16][C:2]2[N:9]=[CH:8][CH:7]=[CH:6][C:3]=2[C:4]#[N:5])=[CH:13][CH:12]=1, predict the reactants needed to synthesize it. The reactants are: Cl[C:2]1[N:9]=[CH:8][CH:7]=[CH:6][C:3]=1[C:4]#[N:5].[F:10][C:11]1[CH:18]=[CH:17][C:14]([CH2:15][NH2:16])=[CH:13][CH:12]=1.C(N(CC)C(C)C)(C)C. (5) The reactants are: COC1C=CC(P2(SP(C3C=CC(OC)=CC=3)(=S)S2)=[S:10])=CC=1.[C:23]([O:26][CH2:27][C@@:28]1([CH3:50])[O:32][C@@H:31]([N:33]2[CH:41]=[C:39]([CH3:40])[C:37](=O)[NH:36][C:34]2=[O:35])[C@H:30]([O:42][C:43](=[O:45])[CH3:44])[C@@H:29]1[O:46][C:47](=[O:49])[CH3:48])(=[O:25])[CH3:24]. Given the product [C:23]([O:26][CH2:27][C@@:28]1([CH3:50])[O:32][C@@H:31]([N:33]2[CH:41]=[C:39]([CH3:40])[C:37](=[S:10])[NH:36][C:34]2=[O:35])[C@H:30]([O:42][C:43](=[O:45])[CH3:44])[C@@H:29]1[O:46][C:47](=[O:49])[CH3:48])(=[O:25])[CH3:24], predict the reactants needed to synthesize it. (6) Given the product [CH3:18][C:17]1[C:12]([C:9]2[S:8][C:7]([CH2:6][CH2:5][CH2:4][CH2:3][OH:2])=[CH:11][CH:10]=2)=[N:13][C:14]([NH:19][CH:20]2[CH2:21][C:22]([CH3:28])([CH3:29])[NH:23][C:24]([CH3:27])([CH3:26])[CH2:25]2)=[N:15][CH:16]=1, predict the reactants needed to synthesize it. The reactants are: C[O:2][C:3](=O)[CH2:4][CH2:5][CH2:6][C:7]1[S:8][C:9]([C:12]2[C:17]([CH3:18])=[CH:16][N:15]=[C:14]([NH:19][CH:20]3[CH2:25][C:24]([CH3:27])([CH3:26])[NH:23][C:22]([CH3:29])([CH3:28])[CH2:21]3)[N:13]=2)=[CH:10][CH:11]=1.[H-].[H-].[H-].[H-].[Li+].[Al+3].